From a dataset of NCI-60 drug combinations with 297,098 pairs across 59 cell lines. Regression. Given two drug SMILES strings and cell line genomic features, predict the synergy score measuring deviation from expected non-interaction effect. (1) Drug 1: C1=CN(C(=O)N=C1N)C2C(C(C(O2)CO)O)O.Cl. Drug 2: CC1CCCC2(C(O2)CC(NC(=O)CC(C(C(=O)C(C1O)C)(C)C)O)C(=CC3=CSC(=N3)C)C)C. Cell line: NCI/ADR-RES. Synergy scores: CSS=46.6, Synergy_ZIP=-2.87, Synergy_Bliss=-2.17, Synergy_Loewe=-1.21, Synergy_HSA=0.465. (2) Drug 1: COC1=C2C(=CC3=C1OC=C3)C=CC(=O)O2. Drug 2: C(CN)CNCCSP(=O)(O)O. Cell line: MDA-MB-231. Synergy scores: CSS=23.3, Synergy_ZIP=4.63, Synergy_Bliss=7.82, Synergy_Loewe=-0.819, Synergy_HSA=7.41. (3) Drug 2: CC1C(C(CC(O1)OC2CC(CC3=C2C(=C4C(=C3O)C(=O)C5=CC=CC=C5C4=O)O)(C(=O)C)O)N)O. Cell line: HS 578T. Synergy scores: CSS=38.2, Synergy_ZIP=-9.48, Synergy_Bliss=-9.82, Synergy_Loewe=-6.60, Synergy_HSA=-6.54. Drug 1: CC1C(C(CC(O1)OC2CC(CC3=C2C(=C4C(=C3O)C(=O)C5=C(C4=O)C(=CC=C5)OC)O)(C(=O)C)O)N)O.Cl. (4) Drug 1: C1=C(C(=O)NC(=O)N1)N(CCCl)CCCl. Drug 2: C1=CN(C(=O)N=C1N)C2C(C(C(O2)CO)O)O.Cl. Cell line: HCT-15. Synergy scores: CSS=46.6, Synergy_ZIP=-3.28, Synergy_Bliss=-2.57, Synergy_Loewe=-8.75, Synergy_HSA=-0.0995. (5) Drug 1: CC=C1C(=O)NC(C(=O)OC2CC(=O)NC(C(=O)NC(CSSCCC=C2)C(=O)N1)C(C)C)C(C)C. Drug 2: CC1C(C(CC(O1)OC2CC(CC3=C2C(=C4C(=C3O)C(=O)C5=CC=CC=C5C4=O)O)(C(=O)C)O)N)O. Cell line: SN12C. Synergy scores: CSS=68.5, Synergy_ZIP=0.437, Synergy_Bliss=-1.26, Synergy_Loewe=2.10, Synergy_HSA=2.80. (6) Drug 2: C1C(C(OC1N2C=C(C(=O)NC2=O)F)CO)O. Synergy scores: CSS=13.7, Synergy_ZIP=-9.76, Synergy_Bliss=-6.24, Synergy_Loewe=-31.5, Synergy_HSA=-9.17. Cell line: NCIH23. Drug 1: CCCS(=O)(=O)NC1=C(C(=C(C=C1)F)C(=O)C2=CNC3=C2C=C(C=N3)C4=CC=C(C=C4)Cl)F.